Task: Predict which catalyst facilitates the given reaction.. Dataset: Catalyst prediction with 721,799 reactions and 888 catalyst types from USPTO (1) Reactant: [CH2:1]([O:5][C:6]1[CH:10]=[C:9]([C:11]([O:13][CH3:14])=[O:12])[NH:8][N:7]=1)[CH2:2][CH2:3][CH3:4].[F:15][C:16]([F:26])([F:25])[C:17]1[CH:24]=[CH:23][C:20]([CH2:21]Br)=[CH:19][CH:18]=1.C(=O)([O-])[O-].[K+].[K+].CN(C)C=O. Product: [CH2:1]([O:5][C:6]1[CH:10]=[C:9]([C:11]([O:13][CH3:14])=[O:12])[N:8]([CH2:21][C:20]2[CH:19]=[CH:18][C:17]([C:16]([F:15])([F:25])[F:26])=[CH:24][CH:23]=2)[N:7]=1)[CH2:2][CH2:3][CH3:4]. The catalyst class is: 6. (2) Reactant: Cl.[CH3:2][N:3]1[CH2:7][C@@H:6]([C:8]2[CH:13]=[CH:12][CH:11]=[CH:10][CH:9]=2)[C@H:5]([NH2:14])[CH2:4]1.[O-:15][C:16]#[N:17].[K+]. Product: [CH3:2][N:3]1[CH2:7][C@@H:6]([C:8]2[CH:9]=[CH:10][CH:11]=[CH:12][CH:13]=2)[C@H:5]([NH:14][C:16]([NH2:17])=[O:15])[CH2:4]1. The catalyst class is: 33. (3) Reactant: [CH3:1][O:2][C:3]1[CH:4]=[C:5]2[C:9](=[CH:10][C:11]=1[O:12][CH3:13])[NH:8][C:7]([C:14]#[N:15])=[C:6]2[C:16]1[CH:21]=[CH:20][C:19]([O:22][CH3:23])=[CH:18][CH:17]=1.[Sn]([N:37]=[N+:38]=[N-:39])(CCCC)(CCCC)CCCC.Cl.CO. Product: [CH3:1][O:2][C:3]1[CH:4]=[C:5]2[C:9](=[CH:10][C:11]=1[O:12][CH3:13])[NH:8][C:7]([C:14]1[NH:39][N:38]=[N:37][N:15]=1)=[C:6]2[C:16]1[CH:17]=[CH:18][C:19]([O:22][CH3:23])=[CH:20][CH:21]=1. The catalyst class is: 6. (4) Reactant: CS(C)=O.C(Cl)(=O)C(Cl)=O.[CH2:11]([O:13][CH2:14][C:15]1[N:16]([CH2:29][CH2:30][OH:31])[C:17]2[C:22]([CH3:23])=[C:21]([CH3:24])[N:20]3[N:25]=[N:26][N:27]=[C:19]3[C:18]=2[N:28]=1)[CH3:12].C(N(CC)CC)C. Product: [CH2:11]([O:13][CH2:14][C:15]1[N:16]([CH2:29][CH:30]=[O:31])[C:17]2[C:22]([CH3:23])=[C:21]([CH3:24])[N:20]3[N:25]=[N:26][N:27]=[C:19]3[C:18]=2[N:28]=1)[CH3:12]. The catalyst class is: 4. (5) Reactant: [CH2:1]([O:3][C:4]1[CH:9]=[CH:8][C:7]([C:10]2[CH:18]=[CH:17][CH:16]=[C:15]3[C:11]=2[CH2:12][CH2:13][C:14]3=[O:19])=[C:6]([OH:20])[C:5]=1[O:21][CH3:22])[CH3:2].C(=O)([O-])[O-].[K+].[K+].[CH2:29](Br)[CH2:30][CH3:31]. Product: [CH2:1]([O:3][C:4]1[CH:9]=[CH:8][C:7]([C:10]2[CH:18]=[CH:17][CH:16]=[C:15]3[C:11]=2[CH2:12][CH2:13][C:14]3=[O:19])=[C:6]([O:20][CH2:29][CH2:30][CH3:31])[C:5]=1[O:21][CH3:22])[CH3:2]. The catalyst class is: 10. (6) Product: [CH3:13][O:2][C:1]([C:4]1[CH:5]=[C:6]2[C:10](=[CH:11][CH:12]=1)[NH:9][CH:8]=[CH:7]2)=[O:3]. Reactant: [C:1]([C:4]1[CH:5]=[C:6]2[C:10](=[CH:11][CH:12]=1)[NH:9][CH:8]=[CH:7]2)([OH:3])=[O:2].[C:13](=O)([O-])O.[Na+].CI.CN(C)C=O. The catalyst class is: 84. (7) Reactant: [CH3:1][C@@:2]12[C:18](=[O:19])[CH2:17][CH2:16][C@H:15]1[CH2:14][C@@H:13]1[C@H:4]([CH2:5][CH2:6][C@H:7]3[C@@:12]1([CH3:20])[CH2:11][CH2:10][C@H:9]([O:21][CH2:22][O:23][CH3:24])[CH2:8]3)[CH2:3]2.C[Si]([N-][Si](C)(C)C)(C)C.[K+].C1C=CC(N([S:42]([C:45]([F:48])([F:47])[F:46])(=[O:44])=[O:43])[S:42]([C:45]([F:48])([F:47])[F:46])(=[O:44])=[O:43])=CC=1.O. Product: [CH3:1][C@@:2]12[C:18]([O:19][S:42]([C:45]([F:48])([F:47])[F:46])(=[O:44])=[O:43])=[CH:17][CH2:16][C@H:15]1[CH2:14][C@@H:13]1[C@H:4]([CH2:5][CH2:6][C@H:7]3[C@@:12]1([CH3:20])[CH2:11][CH2:10][C@H:9]([O:21][CH2:22][O:23][CH3:24])[CH2:8]3)[CH2:3]2. The catalyst class is: 1. (8) Product: [CH3:13][O:12][C:7]1[CH:8]=[C:9]2[C:4](=[CH:5][CH:6]=1)[C:3]([O:14][C:15]1[CH:29]=[CH:28][C:18]([O:19][CH2:20][CH2:21][N:22]3[CH2:23][CH2:24][CH2:25][CH2:26][CH2:27]3)=[CH:17][CH:16]=1)=[C:2]([C:34]1[S:35][C:31]([CH3:30])=[CH:32][CH:33]=1)[CH:11]=[CH:10]2. The catalyst class is: 73. Reactant: Br[C:2]1[CH:11]=[CH:10][C:9]2[C:4](=[CH:5][CH:6]=[C:7]([O:12][CH3:13])[CH:8]=2)[C:3]=1[O:14][C:15]1[CH:29]=[CH:28][C:18]([O:19][CH2:20][CH2:21][N:22]2[CH2:27][CH2:26][CH2:25][CH2:24][CH2:23]2)=[CH:17][CH:16]=1.[CH3:30][C:31]1[S:35][C:34](B(O)O)=[CH:33][CH:32]=1.CS(C)(=O)=O. (9) Reactant: [CH3:1][O:2][C:3](=[O:15])[C:4]1[CH:9]=[C:8](I)[C:7]([CH:11]([CH3:13])[CH3:12])=[CH:6][C:5]=1[NH2:14].O1CCO[CH2:18][CH2:17]1. Product: [CH3:1][O:2][C:3](=[O:15])[C:4]1[CH:9]=[C:8]([C:17]#[CH:18])[C:7]([CH:11]([CH3:13])[CH3:12])=[CH:6][C:5]=1[NH2:14]. The catalyst class is: 73.